Task: Predict the reactants needed to synthesize the given product.. Dataset: Full USPTO retrosynthesis dataset with 1.9M reactions from patents (1976-2016) (1) Given the product [C:1]([O:5][C:6](=[O:7])[NH:8][C@@H:12]([CH2:13][CH:14]1[CH2:19][CH2:18][CH2:17][CH2:16][O:15]1)[CH2:11][OH:10])([CH3:4])([CH3:2])[CH3:3], predict the reactants needed to synthesize it. The reactants are: [C:1]([O:5][C:6]([N:8]1[C@@H:12]([CH2:13][CH:14]2[CH2:19][CH:18]=[CH:17][CH2:16][O:15]2)[CH2:11][O:10]C1(C)C)=[O:7])([CH3:4])([CH3:3])[CH3:2].CO.O.C1(C)C=CC(S(O)(=O)=O)=CC=1. (2) Given the product [F:41][C:40]([F:43])([F:42])[C:38]([OH:44])=[O:39].[CH3:1][CH:2]1[CH2:11][CH2:10][C:9]2[C:4](=[CH:5][CH:6]=[CH:7][C:8]=2[N:12]2[CH2:13][CH2:14][NH:15][CH2:16][CH2:17]2)[N:3]1[S:25]([C:28]1[CH:37]=[CH:36][C:35]2[C:30](=[CH:31][CH:32]=[CH:33][CH:34]=2)[CH:29]=1)(=[O:27])=[O:26], predict the reactants needed to synthesize it. The reactants are: [CH3:1][CH:2]1[CH:11]=[CH:10][C:9]2[C:4](=[CH:5][CH:6]=[CH:7][C:8]=2[N:12]2[CH2:17][CH2:16][N:15](C(OC(C)(C)C)=O)[CH2:14][CH2:13]2)[N:3]1[S:25]([C:28]1[CH:37]=[CH:36][C:35]2[C:30](=[CH:31][CH:32]=[CH:33][CH:34]=2)[CH:29]=1)(=[O:27])=[O:26].[C:38]([OH:44])([C:40]([F:43])([F:42])[F:41])=[O:39].